Dataset: Reaction yield outcomes from USPTO patents with 853,638 reactions. Task: Predict the reaction yield, written as a fraction of the theoretical maximum amount of product (1.0 means a 100% yield; for example, 0.34 means a 34% yield). (1) The reactants are [CH3:1][C:2]1[C:7]([O:8][C:9]2[C:14]([S:15][C:16]3[CH:21]=[CH:20][N:19]=[C:18]4[CH:22]=[CH:23][S:24][C:17]=34)=[CH:13][N:12]=[C:11]([NH:25][C:26]3[S:27][CH:28]=[C:29]([CH:31]4[CH2:36][CH2:35][N:34](C(OC(C)(C)C)=O)[CH2:33][CH2:32]4)[N:30]=3)[CH:10]=2)=[CH:6][CH:5]=[CH:4][N:3]=1.[ClH:44]. The catalyst is ClCCl. The product is [ClH:44].[ClH:44].[CH3:1][C:2]1[C:7]([O:8][C:9]2[C:14]([S:15][C:16]3[CH:21]=[CH:20][N:19]=[C:18]4[CH:22]=[CH:23][S:24][C:17]=34)=[CH:13][N:12]=[C:11]([NH:25][C:26]3[S:27][CH:28]=[C:29]([CH:31]4[CH2:36][CH2:35][NH:34][CH2:33][CH2:32]4)[N:30]=3)[CH:10]=2)=[CH:6][CH:5]=[CH:4][N:3]=1. The yield is 0.750. (2) The reactants are [CH3:1][O:2][CH2:3][C:4](=O)[CH2:5][C:6]([O:8]C)=O.Cl.[C:12](=[NH:17])([NH2:16])[CH2:13][CH2:14][CH3:15].C[O-].[Na+]. The catalyst is CO.C(OCC)(=O)C. The product is [CH3:1][O:2][CH2:3][C:4]1[N:16]=[C:12]([CH2:13][CH2:14][CH3:15])[NH:17][C:6](=[O:8])[CH:5]=1. The yield is 0.910.